Task: Predict the reactants needed to synthesize the given product.. Dataset: Full USPTO retrosynthesis dataset with 1.9M reactions from patents (1976-2016) (1) Given the product [CH3:30][N:2]([CH3:1])[C:3]1[C:12]2[C:7](=[CH:8][CH:9]=[CH:10][CH:11]=2)[N:6]=[C:5](/[CH:13]=[CH:14]/[C:15]2[N:20]=[C:19]([C:21]([OH:23])=[O:22])[CH:18]=[C:17]([N:25]3[CH2:29][CH2:28][CH2:27][CH2:26]3)[N:16]=2)[N:4]=1, predict the reactants needed to synthesize it. The reactants are: [CH3:1][N:2]([CH3:30])[C:3]1[C:12]2[C:7](=[CH:8][CH:9]=[CH:10][CH:11]=2)[N:6]=[C:5](/[CH:13]=[CH:14]/[C:15]2[N:20]=[C:19]([C:21]([O:23]C)=[O:22])[CH:18]=[C:17]([N:25]3[CH2:29][CH2:28][CH2:27][CH2:26]3)[N:16]=2)[N:4]=1.[OH-].[Na+].CO.Cl. (2) Given the product [F:15][C:4]1[CH:3]=[C:2]([N:21]2[C:20]3[CH2:23][O:24][CH2:25][CH2:26][C:19]=3[C:18]([C:17]([F:27])([F:28])[F:16])=[N:22]2)[CH:7]=[CH:6][C:5]=1[C:8]([N:10]1[CH2:14][CH2:13][CH2:12][CH2:11]1)=[O:9], predict the reactants needed to synthesize it. The reactants are: Br[C:2]1[CH:7]=[CH:6][C:5]([C:8]([N:10]2[CH2:14][CH2:13][CH2:12][CH2:11]2)=[O:9])=[C:4]([F:15])[CH:3]=1.[F:16][C:17]([F:28])([F:27])[C:18]1[C:19]2[CH2:26][CH2:25][O:24][CH2:23][C:20]=2[NH:21][N:22]=1. (3) Given the product [CH3:7][C:8]1[C:13]([C:5]#[N:6])=[N:12][C:11]([O:15][CH2:16][C:17]([F:20])([F:18])[F:19])=[CH:10][CH:9]=1, predict the reactants needed to synthesize it. The reactants are: C[Si]([C:5]#[N:6])(C)C.[CH3:7][C:8]1[CH:9]=[CH:10][C:11]([O:15][CH2:16][C:17]([F:20])([F:19])[F:18])=[N+:12]([O-])[CH:13]=1.CN(C)C(Cl)=O.O.